Dataset: Forward reaction prediction with 1.9M reactions from USPTO patents (1976-2016). Task: Predict the product of the given reaction. (1) Given the reactants Cl[CH2:2][C:3]1[CH:18]=[CH:17][C:6]([O:7][CH2:8][C:9]2[CH:14]=[CH:13][C:12]([F:15])=[CH:11][C:10]=2[F:16])=[CH:5][CH:4]=1.C[O:20][C:21](=[O:32])[CH2:22][O:23][C:24]1[CH:29]=[CH:28][C:27]([SH:30])=[CH:26][C:25]=1[CH3:31], predict the reaction product. The product is: [F:16][C:10]1[CH:11]=[C:12]([F:15])[CH:13]=[CH:14][C:9]=1[CH2:8][O:7][C:6]1[CH:17]=[CH:18][C:3]([CH2:2][S:30][C:27]2[CH:28]=[CH:29][C:24]([O:23][CH2:22][C:21]([OH:32])=[O:20])=[C:25]([CH3:31])[CH:26]=2)=[CH:4][CH:5]=1. (2) Given the reactants Br[C:2]1[CH:20]=[CH:19][C:5]([CH2:6][CH:7]2[CH2:11][CH2:10][N:9]([CH:12]3[CH2:17][CH2:16][CH2:15][CH2:14][CH2:13]3)[C:8]2=[O:18])=[C:4]([Cl:21])[CH:3]=1.C1(P(C2CCCCC2)C2C=CC=CC=2C2C(C(C)C)=CC(C(C)C)=CC=2C(C)C)CCCCC1.CC(C)([O-])C.[K+].[C:62](=[NH:75])([C:69]1[CH:74]=[CH:73][CH:72]=[CH:71][CH:70]=1)[C:63]1[CH:68]=[CH:67][CH:66]=[CH:65][CH:64]=1.[Cl-].[NH4+], predict the reaction product. The product is: [Cl:21][C:4]1[CH:3]=[C:2]([N:75]=[C:62]([C:63]2[CH:68]=[CH:67][CH:66]=[CH:65][CH:64]=2)[C:69]2[CH:74]=[CH:73][CH:72]=[CH:71][CH:70]=2)[CH:20]=[CH:19][C:5]=1[CH2:6][CH:7]1[CH2:11][CH2:10][N:9]([CH:12]2[CH2:17][CH2:16][CH2:15][CH2:14][CH2:13]2)[C:8]1=[O:18]. (3) Given the reactants [NH2:1][C:2]1[C:11]([C:12]2[S:13][C:14]3[CH:20]=[CH:19][C:18]([NH2:21])=[CH:17][C:15]=3[CH:16]=2)=[CH:10][C:5]([C:6]([O:8][CH3:9])=[O:7])=[CH:4][N:3]=1.[Cl:22][C:23]1[CH:24]=[C:25]([CH:29]=[CH:30][C:31]=1[F:32])[C:26](O)=[O:27], predict the reaction product. The product is: [NH2:1][C:2]1[C:11]([C:12]2[S:13][C:14]3[CH:20]=[CH:19][C:18]([NH:21][C:26](=[O:27])[C:25]4[CH:29]=[CH:30][C:31]([F:32])=[C:23]([Cl:22])[CH:24]=4)=[CH:17][C:15]=3[CH:16]=2)=[CH:10][C:5]([C:6]([O:8][CH3:9])=[O:7])=[CH:4][N:3]=1. (4) Given the reactants [C:1]1([C:19]2[CH:24]=[CH:23][CH:22]=[CH:21][CH:20]=2)[CH:6]=[CH:5][C:4]([C:7]2[C:14]3[CH:13]=[C:12]([C:15]([O:17][CH3:18])=[O:16])[NH:11][C:10]=3[CH2:9][CH:8]=2)=[CH:3][CH:2]=1, predict the reaction product. The product is: [C:1]1([C:19]2[CH:20]=[CH:21][CH:22]=[CH:23][CH:24]=2)[CH:2]=[CH:3][C:4]([CH:7]2[C:14]3[CH:13]=[C:12]([C:15]([O:17][CH3:18])=[O:16])[NH:11][C:10]=3[CH2:9][CH2:8]2)=[CH:5][CH:6]=1. (5) Given the reactants [Cl:1][C:2]1[C:8]([Cl:9])=[CH:7][CH:6]=[CH:5][C:3]=1N.[BrH:10].N([O-])=O.[Na+], predict the reaction product. The product is: [Br:10][C:3]1[CH:5]=[CH:6][CH:7]=[C:8]([Cl:9])[C:2]=1[Cl:1]. (6) Given the reactants CC(C[AlH]CC(C)C)C.[CH2:10]([O:17][C:18](=[O:44])[C:19]([NH:36][C:37]([O:39][C:40]([CH3:43])([CH3:42])[CH3:41])=[O:38])([NH:28][C:29]([O:31][C:32]([CH3:35])([CH3:34])[CH3:33])=[O:30])[CH2:20][CH2:21][C:22](=[O:27])N(OC)C)[C:11]1[CH:16]=[CH:15][CH:14]=[CH:13][CH:12]=1, predict the reaction product. The product is: [CH2:10]([O:17][C:18](=[O:44])[C:19]([NH:28][C:29]([O:31][C:32]([CH3:35])([CH3:34])[CH3:33])=[O:30])([NH:36][C:37]([O:39][C:40]([CH3:41])([CH3:42])[CH3:43])=[O:38])[CH2:20][CH2:21][CH:22]=[O:27])[C:11]1[CH:16]=[CH:15][CH:14]=[CH:13][CH:12]=1. (7) The product is: [Si:5]([O:4][C@H:3]([C:12]1[CH:21]=[CH:20][C:19]([OH:22])=[C:18]2[C:13]=1[CH:14]=[CH:15][C:16](=[O:23])[NH:17]2)[CH2:2][NH:1][CH2:39][C:38]1([OH:40])[CH2:41][CH2:42][N:35]([CH2:34][CH2:33][O:32][CH2:31][CH2:30][C:24]2[CH:25]=[CH:26][CH:27]=[CH:28][CH:29]=2)[CH2:36][CH2:37]1)([C:8]([CH3:11])([CH3:10])[CH3:9])([CH3:7])[CH3:6]. Given the reactants [NH2:1][CH2:2][C@@H:3]([C:12]1[CH:21]=[CH:20][C:19]([OH:22])=[C:18]2[C:13]=1[CH:14]=[CH:15][C:16](=[O:23])[NH:17]2)[O:4][Si:5]([C:8]([CH3:11])([CH3:10])[CH3:9])([CH3:7])[CH3:6].[C:24]1([CH2:30][CH2:31][O:32][CH2:33][CH2:34][N:35]2[CH2:42][CH2:41][C:38]3([O:40][CH2:39]3)[CH2:37][CH2:36]2)[CH:29]=[CH:28][CH:27]=[CH:26][CH:25]=1, predict the reaction product.